From a dataset of Full USPTO retrosynthesis dataset with 1.9M reactions from patents (1976-2016). Predict the reactants needed to synthesize the given product. (1) The reactants are: [CH2:1]([N:8]1[CH2:12][CH2:11][N:10]([C@@H:13]([C:21]([CH3:24])([CH3:23])[CH3:22])[C:14]([O:16]C(C)(C)C)=[O:15])[C:9]1=[O:25])[C:2]1[CH:7]=[CH:6][CH:5]=[CH:4][CH:3]=1.FC(F)(F)C(O)=O. Given the product [CH2:1]([N:8]1[CH2:12][CH2:11][N:10]([C@@H:13]([C:21]([CH3:23])([CH3:22])[CH3:24])[C:14]([OH:16])=[O:15])[C:9]1=[O:25])[C:2]1[CH:3]=[CH:4][CH:5]=[CH:6][CH:7]=1, predict the reactants needed to synthesize it. (2) Given the product [C:34]1([NH:40][C:21]([C:20]2[C:15]([NH:14][C:13]([C:12]3[N:8]([C:3]4[C:2]([Cl:1])=[CH:7][CH:6]=[CH:5][N:4]=4)[N:9]=[C:10]([C:29]([F:31])([F:32])[F:30])[CH:11]=3)=[O:22])=[C:16]([C:27]#[CH:28])[CH:17]=[C:18]3[C:19]=2[NH:24][N:25]=[CH:26]3)=[O:23])([CH:37]2[CH2:39][CH2:38]2)[CH2:36][CH2:35]1, predict the reactants needed to synthesize it. The reactants are: [Cl:1][C:2]1[C:3]([N:8]2[C:12]([C:13]3[O:22][C:21](=[O:23])[C:20]4[C:15](=[C:16]([C:27]#[CH:28])[CH:17]=[C:18]5[CH:26]=[N:25][NH:24][C:19]5=4)[N:14]=3)=[CH:11][C:10]([C:29]([F:32])([F:31])[F:30])=[N:9]2)=[N:4][CH:5]=[CH:6][CH:7]=1.Cl.[C:34]1([NH2:40])([CH:37]2[CH2:39][CH2:38]2)[CH2:36][CH2:35]1.C(N(CC)CC)C. (3) Given the product [S:5]1[CH:9]=[CH:8][C:7]([C:10]([O:12][CH2:13][CH3:14])=[O:11])=[CH:6]1, predict the reactants needed to synthesize it. The reactants are: S(Cl)(Cl)=O.[S:5]1[CH:9]=[CH:8][C:7]([C:10]([OH:12])=[O:11])=[CH:6]1.[CH2:13](O)[CH3:14]. (4) Given the product [Br:1][C:2]1[CH:3]=[C:4]2[C:9](=[CH:10][CH:11]=1)[N:8]=[C:7]([O:12][CH3:13])[C:6]1[C:14]([CH3:22])([O:21][CH2:27][CH:29]3[CH2:30][O:31]3)[C:15]3[C:20]([C:5]2=1)=[CH:19][CH:18]=[CH:17][CH:16]=3, predict the reactants needed to synthesize it. The reactants are: [Br:1][C:2]1[CH:3]=[C:4]2[C:9](=[CH:10][CH:11]=1)[N:8]=[C:7]([O:12][CH3:13])[C:6]1[C:14]([CH3:22])([OH:21])[C:15]3[C:20]([C:5]2=1)=[CH:19][CH:18]=[CH:17][CH:16]=3.[H-].[Na+].[H][H].[CH2:27]([CH:29]1[O:31][CH2:30]1)Cl. (5) Given the product [CH3:26][C:19]1[C:12]2[S:13][CH:14]=[CH:15][C:16]=2[NH:17][N:18]=1, predict the reactants needed to synthesize it. The reactants are: C1(C(C2C=CC=CC=2)=N/N=C(/[C:12]2[S:13][CH:14]=[CH:15][C:16]=2[NH:17][N:18]=[C:19]([C:26]2C=CC=CC=2)C2C=CC=CC=2)\C)C=CC=CC=1.Cl.C([O-])(O)=O.[Na+].